The task is: Predict the reaction yield, written as a fraction of the theoretical maximum amount of product (1.0 means a 100% yield; for example, 0.34 means a 34% yield).. This data is from Reaction yield outcomes from USPTO patents with 853,638 reactions. (1) The reactants are [CH:1]([C:3]1[N:8]=[N:7][C:6]2[O:9][CH2:10][CH2:11][S:12][C:5]=2[CH:4]=1)=C.I([O-])(=O)(=O)=[O:14].[Na+]. The catalyst is O1CCOCC1.O.[Os](=O)(=O)(=O)=O. The product is [N:7]1[C:6]2[O:9][CH2:10][CH2:11][S:12][C:5]=2[CH:4]=[C:3]([CH:1]=[O:14])[N:8]=1. The yield is 0.360. (2) No catalyst specified. The reactants are [Br:1][C:2]1[C:3]([F:13])=[CH:4][C:5]([F:12])=[C:6]([S:8](Cl)(=[O:10])=[O:9])[CH:7]=1.[CH3:14][N:15]([CH3:19])[CH2:16][CH2:17][NH2:18]. The product is [Br:1][C:2]1[C:3]([F:13])=[CH:4][C:5]([F:12])=[C:6]([S:8]([NH:18][CH2:17][CH2:16][N:15]([CH3:19])[CH3:14])(=[O:10])=[O:9])[CH:7]=1. The yield is 1.00. (3) The product is [CH3:5][CH:6]1[CH2:11][C:10](=[O:12])[CH2:9][CH2:8][N:7]1[C:13]([O:14][C:15]([CH3:18])([CH3:17])[CH3:16])=[O:19]. The yield is 0.400. The catalyst is [OH-].[Na+].C(OCC)(=O)C. The reactants are C(O)(=O)C.[CH3:5][CH:6]1[CH2:11][C:10](=[O:12])[CH2:9][CH2:8][NH:7]1.[C:13](=O)([O:19]C(C)(C)C)[O:14][C:15]([CH3:18])([CH3:17])[CH3:16]. (4) The reactants are [C:1](Cl)(=[O:3])[CH3:2].[CH3:5][O:6][C:7]([N:9]1[C:17]2[C:12](=[CH:13][CH:14]=[CH:15][CH:16]=2)[CH2:11][CH2:10]1)=[O:8].[Cl-].[Al+3].[Cl-].[Cl-]. The catalyst is C(=S)=S. The product is [CH3:5][O:6][C:7]([N:9]1[C:17]2[C:12](=[CH:13][C:14]([C:1](=[O:3])[CH3:2])=[CH:15][CH:16]=2)[CH2:11][CH2:10]1)=[O:8]. The yield is 0.400. (5) The reactants are Br[C:2]1[CH:7]=[CH:6][C:5]([Cl:8])=[CH:4][C:3]=1[CH3:9].[N:10]1([C:16]([O:18][C:19]([CH3:22])([CH3:21])[CH3:20])=[O:17])[CH2:15][CH2:14][NH:13][CH2:12][CH2:11]1.C(P(C(C)(C)C)C(C)(C)C)(C)(C)C.C(=O)([O-])[O-].[Cs+].[Cs+]. The catalyst is C1(C)C=CC=CC=1.[Pd].[Pd].C(=CC(C=CC1C=CC=CC=1)=O)C1C=CC=CC=1.C(=CC(C=CC1C=CC=CC=1)=O)C1C=CC=CC=1.C(=CC(C=CC1C=CC=CC=1)=O)C1C=CC=CC=1. The product is [C:19]([O:18][C:16]([N:10]1[CH2:15][CH2:14][N:13]([C:2]2[CH:7]=[CH:6][C:5]([Cl:8])=[CH:4][C:3]=2[CH3:9])[CH2:12][CH2:11]1)=[O:17])([CH3:22])([CH3:20])[CH3:21]. The yield is 0.200. (6) The reactants are [OH-].[NH4+:2].[C:3]([C:5]1[N:10]=[CH:9][C:8]([S:11](Cl)(=[O:13])=[O:12])=[CH:7][CH:6]=1)#[N:4]. No catalyst specified. The product is [C:3]([C:5]1[N:10]=[CH:9][C:8]([S:11]([NH2:2])(=[O:13])=[O:12])=[CH:7][CH:6]=1)#[N:4]. The yield is 0.800.